From a dataset of Reaction yield outcomes from USPTO patents with 853,638 reactions. Predict the reaction yield, written as a fraction of the theoretical maximum amount of product (1.0 means a 100% yield; for example, 0.34 means a 34% yield). (1) The reactants are [F:1][C:2]([F:11])([F:10])[O:3][CH:4]1[CH2:9][CH2:8][NH:7][CH2:6][CH2:5]1.[C:12](O[C:12]([O:14][C:15]([CH3:18])([CH3:17])[CH3:16])=[O:13])([O:14][C:15]([CH3:18])([CH3:17])[CH3:16])=[O:13]. The catalyst is C(OCC)(=O)C. The product is [F:11][C:2]([F:1])([F:10])[O:3][CH:4]1[CH2:9][CH2:8][N:7]([C:12]([O:14][C:15]([CH3:18])([CH3:17])[CH3:16])=[O:13])[CH2:6][CH2:5]1. The yield is 0.200. (2) The reactants are [F:1][C:2]1[C:7]2[N:8]=C(C)[S:10][C:6]=2[C:5]([F:12])=[CH:4][C:3]=1[F:13].[ClH:14].O1CCOCC1. The catalyst is C(O)CO.[OH-].[Na+]. The product is [ClH:14].[NH2:8][C:7]1[C:2]([F:1])=[C:3]([F:13])[CH:4]=[C:5]([F:12])[C:6]=1[SH:10]. The yield is 0.730. (3) The reactants are Br[C:2]1([Cl:14])[CH2:7][CH:6]=[CH:5][CH:4]=[C:3]1[C:8]1[CH:13]=[CH:12][CH:11]=[CH:10][CH:9]=1.[Li]CCCC.CCCCCC.CON(C)[C:29]([C@@H:31]1[CH2:36][CH2:35][CH2:34][N:33]([C:37]([O:39][C:40]([CH3:43])([CH3:42])[CH3:41])=[O:38])[CH2:32]1)=[O:30]. The catalyst is C1COCC1. The product is [C:40]([O:39][C:37]([N:33]1[CH2:34][CH2:35][CH2:36][C@@H:31]([C:29](=[O:30])[C:9]2[CH:10]=[CH:11][CH:12]=[CH:13][C:8]=2[C:3]2[CH:4]=[CH:5][CH:6]=[CH:7][C:2]=2[Cl:14])[CH2:32]1)=[O:38])([CH3:43])([CH3:42])[CH3:41]. The yield is 0.550. (4) The reactants are FC(F)(F)C(O)=O.[Cl:8][C:9]1[CH:14]=[CH:13][C:12](/[CH:15]=[CH:16]/[CH2:17][N:18]2[CH2:23][CH2:22][C:21](=[CH:24]OC)[CH2:20][CH2:19]2)=[CH:11][CH:10]=1.Cl.[C:28]1([CH3:36])[CH:33]=[CH:32][C:31]([NH:34]N)=[CH:30][CH:29]=1.C([SiH](CC)CC)C. The catalyst is C(Cl)(Cl)Cl. The product is [CH3:36][C:28]1[CH:33]=[C:32]2[C:21]3([CH2:22][CH2:23][N:18]([CH2:17]/[CH:16]=[CH:15]/[C:12]4[CH:13]=[CH:14][C:9]([Cl:8])=[CH:10][CH:11]=4)[CH2:19][CH2:20]3)[CH2:24][NH:34][C:31]2=[CH:30][CH:29]=1. The yield is 0.630. (5) The reactants are [OH-].[Li+].[Cl:3][C:4]1[CH:37]=[CH:36][C:7]([C:8]([NH:10][C:11]2[O:15][C:14]([C:16]([NH:18][C:19]3[CH:24]=[CH:23][C:22]([C@H:25]4[CH2:30][CH2:29][C@H:28]([CH2:31][C:32]([O:34]C)=[O:33])[CH2:27][CH2:26]4)=[CH:21][CH:20]=3)=[O:17])=[N:13][N:12]=2)=[O:9])=[CH:6][CH:5]=1.Cl. The catalyst is CO.O. The product is [Cl:3][C:4]1[CH:37]=[CH:36][C:7]([C:8]([NH:10][C:11]2[O:15][C:14]([C:16]([NH:18][C:19]3[CH:24]=[CH:23][C:22]([C@H:25]4[CH2:26][CH2:27][C@H:28]([CH2:31][C:32]([OH:34])=[O:33])[CH2:29][CH2:30]4)=[CH:21][CH:20]=3)=[O:17])=[N:13][N:12]=2)=[O:9])=[CH:6][CH:5]=1. The yield is 0.750. (6) The reactants are [O:1]=[C:2]1[C:10]2([C:14]3=[CH:15][C:16]4[O:20][CH2:19][O:18][C:17]=4[CH:21]=[C:13]3[O:12][CH2:11]2)[C:9]2[C:4](=[CH:5][CH:6]=[CH:7][CH:8]=2)[N:3]1[CH2:22][C:23]([O:25]CC)=[O:24].O.[OH-].[Li+].Cl. The catalyst is C1COCC1.O. The product is [O:1]=[C:2]1[C:10]2([C:14]3=[CH:15][C:16]4[O:20][CH2:19][O:18][C:17]=4[CH:21]=[C:13]3[O:12][CH2:11]2)[C:9]2[C:4](=[CH:5][CH:6]=[CH:7][CH:8]=2)[N:3]1[CH2:22][C:23]([OH:25])=[O:24]. The yield is 0.870. (7) The product is [CH3:8][C:9]1[CH:14]=[CH:13][C:12]([S:15]([N:19]2[CH:23]=[CH:22][N:21]=[C:20]2[C:24](=[O:26])[CH3:25])(=[O:17])=[O:16])=[CH:11][CH:10]=1. The yield is 0.770. The catalyst is ClCCl.O. The reactants are C(N(CC)CC)C.[CH3:8][C:9]1[CH:14]=[CH:13][C:12]([S:15](Cl)(=[O:17])=[O:16])=[CH:11][CH:10]=1.[NH:19]1[CH:23]=[CH:22][N:21]=[C:20]1[C:24](=[O:26])[CH3:25].C(OCC)(=O)C. (8) The reactants are [O:1]=[C:2]1[C:11]2[CH:12]=[CH:13][S:14][C:10]=2[C:9]2[CH:8]=[CH:7][C:6]([C:15]([O:17]C)=O)=[CH:5][C:4]=2[NH:3]1.[OH-].[Na+].[NH3:21]. No catalyst specified. The product is [O:1]=[C:2]1[C:11]2[CH:12]=[CH:13][S:14][C:10]=2[C:9]2[CH:8]=[CH:7][C:6]([C:15]([NH2:21])=[O:17])=[CH:5][C:4]=2[NH:3]1. The yield is 0.320. (9) The reactants are [F:1][C:2]1[CH:9]=[CH:8][C:7]([CH:10]=[O:11])=[CH:6][C:3]=1[C:4]#[N:5].Cl([O-])=[O:13].[Na+].O.O.P([O-])([O-])(O)=O.[Na+].[Na+].Cl. The catalyst is C(O)(C)(C)C.O. The product is [C:4]([C:3]1[CH:6]=[C:7]([CH:8]=[CH:9][C:2]=1[F:1])[C:10]([OH:13])=[O:11])#[N:5]. The yield is 0.900. (10) The reactants are [Cl:1][C:2]1[CH:7]=[CH:6][C:5]([N:8]=[C:9]=[S:10])=[CH:4][CH:3]=1.[F:11][C:12]1[C:13](=[NH:20])[N:14]([CH3:19])[C:15](=[O:18])[NH:16][CH:17]=1. The catalyst is CN(C=O)C. The product is [Cl:1][C:2]1[CH:7]=[CH:6][C:5]([NH:8][C:9]([N:16]2[CH:17]=[C:12]([F:11])[C:13](=[NH:20])[N:14]([CH3:19])[C:15]2=[O:18])=[S:10])=[CH:4][CH:3]=1. The yield is 0.520.